From a dataset of Catalyst prediction with 721,799 reactions and 888 catalyst types from USPTO. Predict which catalyst facilitates the given reaction. (1) Reactant: [CH3:1][O:2][C:3](=[O:21])[CH2:4][N:5]1[CH2:11][CH:10]=[CH:9][CH2:8][CH:7]([NH:12]C(OC(C)(C)C)=O)[C:6]1=[O:20].C(O)(C(F)(F)F)=O. Product: [CH3:1][O:2][C:3](=[O:21])[CH2:4][N:5]1[CH2:11][CH:10]=[CH:9][CH2:8][CH:7]([NH2:12])[C:6]1=[O:20]. The catalyst class is: 2. (2) Reactant: Cl[C:2]1[CH:7]=[CH:6][N:5]=[C:4]([NH:8][C:9]2[CH:14]=[C:13]([N:15]3[CH2:20][CH2:19][O:18][CH2:17][CH2:16]3)[CH:12]=[C:11]([N:21]3[CH2:26][CH2:25][O:24][CH2:23][CH2:22]3)[CH:10]=2)[N:3]=1.[CH3:27][NH2:28]. Product: [N:21]1([C:11]2[CH:10]=[C:9]([NH:8][C:4]3[N:3]=[C:2]([NH:28][CH3:27])[CH:7]=[CH:6][N:5]=3)[CH:14]=[C:13]([N:15]3[CH2:20][CH2:19][O:18][CH2:17][CH2:16]3)[CH:12]=2)[CH2:26][CH2:25][O:24][CH2:23][CH2:22]1. The catalyst class is: 5.